Predict the reaction yield, written as a fraction of the theoretical maximum amount of product (1.0 means a 100% yield; for example, 0.34 means a 34% yield). From a dataset of Reaction yield outcomes from USPTO patents with 853,638 reactions. (1) The reactants are [CH3:1][C:2]1[O:6][N:5]=[C:4]([C:7]2[CH:12]=[CH:11][CH:10]=[CH:9][CH:8]=2)[C:3]=1[CH2:13][O:14][C:15]1[CH:23]=[CH:22][C:18]([C:19]([OH:21])=O)=[CH:17][N:16]=1.[NH2:24][CH:25]([CH2:28][OH:29])[CH2:26][OH:27]. No catalyst specified. The product is [OH:27][CH2:26][CH:25]([NH:24][C:19](=[O:21])[C:18]1[CH:22]=[CH:23][C:15]([O:14][CH2:13][C:3]2[C:4]([C:7]3[CH:8]=[CH:9][CH:10]=[CH:11][CH:12]=3)=[N:5][O:6][C:2]=2[CH3:1])=[N:16][CH:17]=1)[CH2:28][OH:29]. The yield is 0.870. (2) The reactants are [CH3:1][O:2][C:3]1[CH:8]=[C:7]([O:9][C:10]2[CH:15]=[CH:14][N:13]=[C:12]3[CH:16]=[C:17]([C:19]4[N:20]([CH3:24])[CH:21]=[CH:22][N:23]=4)[S:18][C:11]=23)[CH:6]=[CH:5][C:4]=1[NH2:25].S1C=CN=C1C1SC2C(=NC=CC=2OC2C=CC(N[C:48]([NH:50][C:51](=[O:59])[CH2:52][C:53]3[CH:58]=[CH:57][CH:56]=[CH:55][CH:54]=3)=[S:49])=CC=2F)C=1. No catalyst specified. The product is [CH3:1][O:2][C:3]1[CH:8]=[C:7]([O:9][C:10]2[CH:15]=[CH:14][N:13]=[C:12]3[CH:16]=[C:17]([C:19]4[N:20]([CH3:24])[CH:21]=[CH:22][N:23]=4)[S:18][C:11]=23)[CH:6]=[CH:5][C:4]=1[NH:25][C:48]([NH:50][C:51](=[O:59])[CH2:52][C:53]1[CH:54]=[CH:55][CH:56]=[CH:57][CH:58]=1)=[S:49]. The yield is 0.480. (3) The product is [CH3:1][O:2][C:3]1[CH:12]=[C:11]2[C:6]([CH2:7][CH2:8][CH:9]=[C:10]2[CH2:16][C:14]#[N:15])=[CH:5][CH:4]=1. The reactants are [CH3:1][O:2][C:3]1[CH:12]=[C:11]2[C:6]([CH2:7][CH2:8][CH2:9][C:10]2=O)=[CH:5][CH:4]=1.[C:14]([CH2:16]C(O)=O)#[N:15].C(O)(=O)CCCCCC.NC1C=CC=CC=1. The yield is 0.870. The catalyst is C1(C)C=CC=CC=1.